Dataset: Catalyst prediction with 721,799 reactions and 888 catalyst types from USPTO. Task: Predict which catalyst facilitates the given reaction. The catalyst class is: 305. Product: [CH2:33]([CH:29]1[CH:28]=[C:27]([CH3:36])[CH2:26][CH:25]([CH3:37])[CH2:24][CH:23]([O:38][CH3:39])[CH:22]2[O:40][C:18]([OH:44])([CH:19]([CH3:43])[CH2:20][CH:21]2[O:41][CH3:42])[C:17](=[O:45])[C:16](=[O:46])[N:15]2[CH:10]([CH2:11][CH2:12][CH2:13][CH2:14]2)[C:9](=[O:47])[O:8][CH:7]([C:48]([CH3:76])=[CH:49][CH:50]2[CH2:55][CH2:54][CH:53]([O:56][Si:57]([C:70]([CH3:73])([CH3:72])[CH3:71])([C:58]3[CH:63]=[CH:62][CH:61]=[CH:60][CH:59]=3)[C:64]3[CH:69]=[CH:68][CH:67]=[CH:66][CH:65]=3)[CH:52]([O:74][CH3:75])[CH2:51]2)[CH:6]([CH3:77])[CH:5]=[CH:31][C:30]1=[O:32])[CH:34]=[CH2:35]. Reactant: C(O[CH:5]1[CH2:31][C:30](=[O:32])[CH:29]([CH2:33][CH:34]=[CH2:35])[CH:28]=[C:27]([CH3:36])[CH2:26][CH:25]([CH3:37])[CH2:24][CH:23]([O:38][CH3:39])[CH:22]2[O:40][C:18]([OH:44])([CH:19]([CH3:43])[CH2:20][CH:21]2[O:41][CH3:42])[C:17](=[O:45])[C:16](=[O:46])[N:15]2[CH:10]([CH2:11][CH2:12][CH2:13][CH2:14]2)[C:9](=[O:47])[O:8][CH:7]([C:48]([CH3:76])=[CH:49][CH:50]2[CH2:55][CH2:54][CH:53]([O:56][Si:57]([C:70]([CH3:73])([CH3:72])[CH3:71])([C:64]3[CH:69]=[CH:68][CH:67]=[CH:66][CH:65]=3)[C:58]3[CH:63]=[CH:62][CH:61]=[CH:60][CH:59]=3)[CH:52]([O:74][CH3:75])[CH2:51]2)[CH:6]1[CH3:77])(=O)C.C(=O)([O-])[O-].[K+].[K+].